This data is from Reaction yield outcomes from USPTO patents with 853,638 reactions. The task is: Predict the reaction yield, written as a fraction of the theoretical maximum amount of product (1.0 means a 100% yield; for example, 0.34 means a 34% yield). (1) The reactants are [NH:1]1[C:5]2[CH:6]=[CH:7][CH:8]=[CH:9][C:4]=2[N:3]=[C:2]1[C:10]1[CH:15]=[CH:14][C:13]([C:16]2[O:17][CH:18]=[C:19]([C:21]([O:23][CH3:24])=[O:22])[N:20]=2)=[CH:12][CH:11]=1.Br[CH2:26][CH:27]1[CH2:30][CH2:29][CH2:28]1.C([O-])([O-])=O.[K+].[K+]. The catalyst is C(#N)C. The product is [CH:27]1([CH2:26][N:1]2[C:5]3[CH:6]=[CH:7][CH:8]=[CH:9][C:4]=3[N:3]=[C:2]2[C:10]2[CH:11]=[CH:12][C:13]([C:16]3[O:17][CH:18]=[C:19]([C:21]([O:23][CH3:24])=[O:22])[N:20]=3)=[CH:14][CH:15]=2)[CH2:30][CH2:29][CH2:28]1. The yield is 0.540. (2) The reactants are Br[C:2]1[CH:3]=[CH:4][C:5]([N:26]2[CH2:31][CH2:30][O:29][CH2:28][CH2:27]2)=[C:6]([CH:25]=1)[C:7]([N:9]1[CH2:14][CH2:13][N:12]([C:15]2[CH:20]=[CH:19][C:18]([C:21](=[O:23])[CH3:22])=[CH:17][C:16]=2[F:24])[CH2:11][CH2:10]1)=[O:8].[NH:32]1[CH:36]=[CH:35][N:34]=[CH:33]1.C(=O)([O-])[O-].[Cs+].[Cs+].N1C2C(=CC=C3C=2N=CC=C3)C=CC=1. The catalyst is [Cu]I.O1CCOCC1. The product is [F:24][C:16]1[CH:17]=[C:18]([C:21](=[O:23])[CH3:22])[CH:19]=[CH:20][C:15]=1[N:12]1[CH2:13][CH2:14][N:9]([C:7](=[O:8])[C:6]2[CH:25]=[C:2]([N:32]3[CH:36]=[CH:35][N:34]=[CH:33]3)[CH:3]=[CH:4][C:5]=2[N:26]2[CH2:27][CH2:28][O:29][CH2:30][CH2:31]2)[CH2:10][CH2:11]1. The yield is 0.400.